Dataset: Catalyst prediction with 721,799 reactions and 888 catalyst types from USPTO. Task: Predict which catalyst facilitates the given reaction. (1) Reactant: [Si:1]([O:8][CH2:9][C@H:10]1[CH2:19][C:18]2[C:13](=[CH:14][CH:15]=[CH:16][C:17]=2[CH:20]=[CH2:21])[C@H:12]([CH3:22])[N:11]1[C:23](=[O:33])[CH2:24][C:25]1[C:30]([Cl:31])=[CH:29][CH:28]=[CH:27][C:26]=1[Cl:32])([C:4]([CH3:7])([CH3:6])[CH3:5])([CH3:3])[CH3:2].[OH-:34].[Na+].OO. Product: [Si:1]([O:8][CH2:9][C@H:10]1[CH2:19][C:18]2[C:13](=[CH:14][CH:15]=[CH:16][C:17]=2[CH:20]([OH:34])[CH3:21])[C@H:12]([CH3:22])[N:11]1[C:23](=[O:33])[CH2:24][C:25]1[C:30]([Cl:31])=[CH:29][CH:28]=[CH:27][C:26]=1[Cl:32])([C:4]([CH3:5])([CH3:6])[CH3:7])([CH3:3])[CH3:2]. The catalyst class is: 1. (2) Reactant: [CH3:1][O:2][C:3]([C:5]1[CH:10]=[CH:9][C:8]([C:11]2[CH:16]=[C:15]([O:17][CH3:18])[CH:14]=[CH:13][C:12]=2[F:19])=[C:7]([CH:20]([OH:26])[C:21]([CH3:25])([CH3:24])[CH:22]=[CH2:23])[CH:6]=1)=[O:4].[H-].[Na+].[CH3:29]I.O. Product: [CH3:1][O:2][C:3]([C:5]1[CH:10]=[CH:9][C:8]([C:11]2[CH:16]=[C:15]([O:17][CH3:18])[CH:14]=[CH:13][C:12]=2[F:19])=[C:7]([CH:20]([O:26][CH3:29])[C:21]([CH3:25])([CH3:24])[CH:22]=[CH2:23])[CH:6]=1)=[O:4]. The catalyst class is: 3.